From a dataset of Catalyst prediction with 721,799 reactions and 888 catalyst types from USPTO. Predict which catalyst facilitates the given reaction. (1) Reactant: [F:1][C:2]([F:34])([F:33])[C:3]1([CH2:9][N:10]2[CH2:15][CH2:14][CH:13]([CH2:16][O:17][C:18]3[N:23]=[CH:22][C:21]([C:24]4[CH:32]=[CH:31][C:27]([C:28]([OH:30])=O)=[CH:26][CH:25]=4)=[CH:20][CH:19]=3)[CH2:12][CH2:11]2)[CH2:8][CH2:7][CH2:6][CH2:5][CH2:4]1.[NH:35]1[CH2:39][CH2:38][C@H:37]([OH:40])[CH2:36]1.C(Cl)CCl.C1C=CC2N(O)N=NC=2C=1.CCN(C(C)C)C(C)C. Product: [OH:40][C@H:37]1[CH2:38][CH2:39][N:35]([C:28]([C:27]2[CH:31]=[CH:32][C:24]([C:21]3[CH:22]=[N:23][C:18]([O:17][CH2:16][CH:13]4[CH2:12][CH2:11][N:10]([CH2:9][C:3]5([C:2]([F:1])([F:34])[F:33])[CH2:8][CH2:7][CH2:6][CH2:5][CH2:4]5)[CH2:15][CH2:14]4)=[CH:19][CH:20]=3)=[CH:25][CH:26]=2)=[O:30])[CH2:36]1. The catalyst class is: 18. (2) Reactant: ClC1C=C(OC2C=CC=CC2(N)F)N=CN=1.[Cl:17][C:18]1[N:23]=[CH:22][N:21]=[C:20]([O:24][C:25]2[CH:30]=[CH:29][C:28]([NH:31]C(NC(=O)CC3C=CC(F)=CC=3)=S)=[CH:27][C:26]=2[F:45])[CH:19]=1.[F:46][C:47]1[CH:52]=[CH:51][C:50]([NH:53][C:54](=[O:59])[CH2:55][C:56]([OH:58])=O)=[CH:49][CH:48]=1.CCN(C(C)C)C(C)C.CN(C(ON1N=NC2C=CC=CC1=2)=[N+](C)C)C.[B-](F)(F)(F)F. Product: [Cl:17][C:18]1[N:23]=[CH:22][N:21]=[C:20]([O:24][C:25]2[CH:30]=[CH:29][C:28]([NH:31][C:56](=[O:58])[CH2:55][C:54]([NH:53][C:50]3[CH:49]=[CH:48][C:47]([F:46])=[CH:52][CH:51]=3)=[O:59])=[CH:27][C:26]=2[F:45])[CH:19]=1. The catalyst class is: 31. (3) Reactant: [F:1][C:2]1[CH:3]=[C:4]([C:8]2[CH:16]=[CH:15][C:11]([C:12]([OH:14])=O)=[CH:10][N:9]=2)[CH:5]=[CH:6][CH:7]=1.CN(C(ON1N=NC2C=CC=CC1=2)=[N+](C)C)C.F[P-](F)(F)(F)(F)F.[C:41]([O:45][C:46](=[O:55])[NH:47][C@H:48]1[CH2:53][CH2:52][C@@H:51]([NH2:54])[CH2:50][CH2:49]1)([CH3:44])([CH3:43])[CH3:42].C(N(CC)CC)C. Product: [C:41]([O:45][C:46](=[O:55])[NH:47][C@H:48]1[CH2:49][CH2:50][C@@H:51]([NH:54][C:12]([C:11]2[CH:10]=[N:9][C:8]([C:4]3[CH:5]=[CH:6][CH:7]=[C:2]([F:1])[CH:3]=3)=[CH:16][CH:15]=2)=[O:14])[CH2:52][CH2:53]1)([CH3:44])([CH3:42])[CH3:43]. The catalyst class is: 9.